Dataset: Full USPTO retrosynthesis dataset with 1.9M reactions from patents (1976-2016). Task: Predict the reactants needed to synthesize the given product. (1) Given the product [CH2:18]([O:17][C:15]1[CH:14]=[C:11]([CH:12]([OH:13])[C:20]#[N:21])[CH:10]=[C:9]([O:8][CH2:6][CH3:7])[CH:16]=1)[CH3:19], predict the reactants needed to synthesize it. The reactants are: S([O-])(O)=O.[Na+].[CH2:6]([O:8][C:9]1[CH:10]=[C:11]([CH:14]=[C:15]([O:17][CH2:18][CH3:19])[CH:16]=1)[CH:12]=[O:13])[CH3:7].[C-:20]#[N:21].[K+]. (2) Given the product [CH3:1][NH:8][C:9]1[CH:10]=[N:11][CH:12]=[CH:13][C:14]=1[C:15]1[CH:20]=[CH:19][CH:18]=[CH:17][C:16]=1[CH3:21], predict the reactants needed to synthesize it. The reactants are: [C:1]([NH:8][C:9]1[CH:10]=[N:11][CH:12]=[CH:13][C:14]=1[C:15]1[CH:20]=[CH:19][CH:18]=[CH:17][C:16]=1[CH3:21])(OC(C)(C)C)=O.[H-].[H-].[H-].[H-].[Li+].[Al+3].[O-]S([O-])(=O)=O.[Na+].[Na+]. (3) Given the product [C:30]([C:29]1[C:28]2[C:23](=[CH:24][C:25]([O:32][CH3:33])=[CH:26][CH:27]=2)[N:22]([CH2:34][CH3:35])[C:21]=1[C:18]1[CH:19]=[CH:20][C:15]([O:14][CH2:13][CH2:12][NH:11][CH:8]=[O:10])=[CH:16][CH:17]=1)#[N:31], predict the reactants needed to synthesize it. The reactants are: C(OC(=O)C)(=O)C.[CH:8]([OH:10])=O.[NH2:11][CH2:12][CH2:13][O:14][C:15]1[CH:20]=[CH:19][C:18]([C:21]2[N:22]([CH2:34][CH3:35])[C:23]3[C:28]([C:29]=2[C:30]#[N:31])=[CH:27][CH:26]=[C:25]([O:32][CH3:33])[CH:24]=3)=[CH:17][CH:16]=1.C([O-])(O)=O.[Na+].